From a dataset of CYP2D6 inhibition data for predicting drug metabolism from PubChem BioAssay. Regression/Classification. Given a drug SMILES string, predict its absorption, distribution, metabolism, or excretion properties. Task type varies by dataset: regression for continuous measurements (e.g., permeability, clearance, half-life) or binary classification for categorical outcomes (e.g., BBB penetration, CYP inhibition). Dataset: cyp2d6_veith. (1) The drug is Cc1ccc2ncc([N+](=O)[O-])n2c1. The result is 0 (non-inhibitor). (2) The drug is O=C(Nc1nc2ccccc2n1CCN1CCCCC1)C1CCCCC1. The result is 1 (inhibitor). (3) The molecule is Cc1[nH][nH]c(=O)c1C(c1c(C)[nH][nH]c1=O)c1cn(Cc2cccc3ccccc23)c2ccccc12. The result is 0 (non-inhibitor). (4) The compound is COc1cccc(-c2csc(N3CCN(CC(=O)NNC(=O)c4ccc(Cl)cc4)CC3)n2)c1. The result is 0 (non-inhibitor).